The task is: Predict which catalyst facilitates the given reaction.. This data is from Catalyst prediction with 721,799 reactions and 888 catalyst types from USPTO. Product: [Cl:20][C:12]1[CH:13]=[CH:14][C:15]2=[N:16][N:17]([CH2:29][C:30]3[C:38]4[C:33](=[N:34][CH:35]=[CH:36][CH:37]=4)[N:32]([C:39]([O:41][C:42]([CH3:45])([CH3:44])[CH3:43])=[O:40])[N:31]=3)[N:18]=[C:19]2[C:11]=1[O:10][C:9]1[CH:8]=[C:7]([Cl:21])[CH:6]=[C:3]([C:4]#[N:5])[C:2]=1[Cl:1]. Reactant: [Cl:1][C:2]1[C:9]([O:10][C:11]2[C:19]3[N:18]=[N:17][NH:16][C:15]=3[CH:14]=[CH:13][C:12]=2[Cl:20])=[CH:8][C:7]([Cl:21])=[CH:6][C:3]=1[C:4]#[N:5].C(=O)([O-])[O-].[Cs+].[Cs+].Br[CH2:29][C:30]1[C:38]2[C:33](=[N:34][CH:35]=[CH:36][CH:37]=2)[N:32]([C:39]([O:41][C:42]([CH3:45])([CH3:44])[CH3:43])=[O:40])[N:31]=1. The catalyst class is: 3.